From a dataset of Catalyst prediction with 721,799 reactions and 888 catalyst types from USPTO. Predict which catalyst facilitates the given reaction. (1) Reactant: [Cl:1][C:2]1[N:7]=[C:6](Cl)[C:5]([N+:9]([O-:11])=[O:10])=[CH:4][N:3]=1.[C:12]([O:16][C:17]([N:19]1[CH2:24][CH2:23][NH:22][CH2:21][CH2:20]1)=[O:18])([CH3:15])([CH3:14])[CH3:13]. Product: [C:12]([O:16][C:17]([N:19]1[CH2:24][CH2:23][N:22]([C:6]2[C:5]([N+:9]([O-:11])=[O:10])=[CH:4][N:3]=[C:2]([Cl:1])[N:7]=2)[CH2:21][CH2:20]1)=[O:18])([CH3:15])([CH3:13])[CH3:14]. The catalyst class is: 2. (2) Reactant: C(N(C(C)C)[P:5]([O:11][C:12]([CH3:15])([CH3:14])[CH3:13])[O:6][C:7]([CH3:10])([CH3:9])[CH3:8])(C)C.N1C=NN=N1.[OH:24][CH2:25][CH2:26][NH:27][C:28](=[O:37])[O:29][CH2:30][C:31]1[CH:36]=[CH:35][CH:34]=[CH:33][CH:32]=1.C([O:42]OC(C)(C)C)(C)(C)C. Product: [C:12]([O:11][P:5]([O:24][CH2:25][CH2:26][NH:27][C:28](=[O:37])[O:29][CH2:30][C:31]1[CH:32]=[CH:33][CH:34]=[CH:35][CH:36]=1)([O:6][C:7]([CH3:8])([CH3:9])[CH3:10])=[O:42])([CH3:13])([CH3:14])[CH3:15]. The catalyst class is: 54. (3) Reactant: [NH2:1][C:2]1[N:7]=[CH:6][N:5]=[C:4]2[N:8]([C@@H:25]3[CH2:30][CH2:29][CH2:28][N:27]([C:31](=[O:35])[CH2:32][C:33]#[N:34])[CH2:26]3)[N:9]=[C:10]([C:11]3[CH:16]=[CH:15][C:14]([O:17][C:18]4[CH:23]=[CH:22][CH:21]=[CH:20][CH:19]=4)=[CH:13][C:12]=3[F:24])[C:3]=12.[CH3:36][C:37]([N:41]1[CH2:46][CH2:45][N:44]([CH3:47])[CH2:43][CH2:42]1)([CH3:40])[CH:38]=O.N1CCCCC1. Product: [NH2:1][C:2]1[N:7]=[CH:6][N:5]=[C:4]2[N:8]([C@@H:25]3[CH2:30][CH2:29][CH2:28][N:27]([C:31]([C:32](=[CH:38][C:37]([CH3:40])([N:41]4[CH2:42][CH2:43][N:44]([CH3:47])[CH2:45][CH2:46]4)[CH3:36])[C:33]#[N:34])=[O:35])[CH2:26]3)[N:9]=[C:10]([C:11]3[CH:16]=[CH:15][C:14]([O:17][C:18]4[CH:19]=[CH:20][CH:21]=[CH:22][CH:23]=4)=[CH:13][C:12]=3[F:24])[C:3]=12. The catalyst class is: 11. (4) Reactant: N#N.[Si]([O:10][CH2:11][C:12]1[S:16][C:15]([CH2:17][O:18][CH3:19])=[N:14][CH:13]=1)(C(C)(C)C)(C)C.CCCC[N+](CCCC)(CCCC)CCCC.[F-]. Product: [CH3:19][O:18][CH2:17][C:15]1[S:16][C:12]([CH2:11][OH:10])=[CH:13][N:14]=1. The catalyst class is: 721. (5) Reactant: [CH2:1]([C:5]1[CH:6]=[N:7][C:8](Cl)=[C:9]([CH:27]=1)[C:10]([NH:12][C:13](=[NH:26])[CH2:14][O:15][CH2:16][CH2:17][C:18]1[CH:23]=[C:22]([F:24])[CH:21]=[CH:20][C:19]=1[F:25])=[O:11])[CH2:2][CH2:3][CH3:4].CC([O-])(C)C.[K+]. Product: [CH2:1]([C:5]1[CH:6]=[N:7][C:8]2[N:26]=[C:13]([CH2:14][O:15][CH2:16][CH2:17][C:18]3[CH:23]=[C:22]([F:24])[CH:21]=[CH:20][C:19]=3[F:25])[NH:12][C:10](=[O:11])[C:9]=2[CH:27]=1)[CH2:2][CH2:3][CH3:4]. The catalyst class is: 16.